Dataset: Catalyst prediction with 721,799 reactions and 888 catalyst types from USPTO. Task: Predict which catalyst facilitates the given reaction. (1) Reactant: [Cl:1][C:2]1[CH:7]=[CH:6][C:5]([N:8]=[C:9]=[S:10])=[CH:4][CH:3]=1.[CH2:11]1[C:19]2[C:14](=[CH:15][CH:16]=[CH:17][CH:18]=2)[CH2:13][NH:12]1. Product: [Cl:1][C:2]1[CH:7]=[CH:6][C:5]([NH:8][C:9]([N:12]2[CH2:13][C:14]3[C:19](=[CH:18][CH:17]=[CH:16][CH:15]=3)[CH2:11]2)=[S:10])=[CH:4][CH:3]=1. The catalyst class is: 8. (2) Reactant: [C:1]([C:3]1[CH:10]=[CH:9][CH:8]=[CH:7][C:4]=1[CH:5]=[O:6])#[CH:2].[CH2:11]([N:18]=[N+:19]=[N-:20])[C:12]1[CH:17]=[CH:16][CH:15]=[CH:14][CH:13]=1. The catalyst class is: 35. Product: [CH2:11]([N:18]1[CH:2]=[C:1]([C:3]2[CH:10]=[CH:9][CH:8]=[CH:7][C:4]=2[CH:5]=[O:6])[N:20]=[N:19]1)[C:12]1[CH:17]=[CH:16][CH:15]=[CH:14][CH:13]=1.[CH2:11]([N:18]1[C:1]([C:3]2[CH:10]=[CH:9][CH:8]=[CH:7][C:4]=2[CH:5]=[O:6])=[CH:2][N:20]=[N:19]1)[C:12]1[CH:17]=[CH:16][CH:15]=[CH:14][CH:13]=1. (3) Reactant: [Cl:1][C:2]1[CH:3]=[C:4]([NH:9][C:10]2[C:19]3[C:14](=[CH:15][CH:16]=[C:17]([NH:20][CH2:21][C:22](O)=[O:23])[CH:18]=3)[N:13]=[CH:12][C:11]=2[C:25]#[N:26])[CH:5]=[CH:6][C:7]=1[F:8].Cl.CN.[CH3:30][N:31]([P+](ON1N=NC2C=CC=CC1=2)(N(C)C)N(C)C)C.F[P-](F)(F)(F)(F)F.CN1CCOCC1. Product: [Cl:1][C:2]1[CH:3]=[C:4]([NH:9][C:10]2[C:19]3[C:14](=[CH:15][CH:16]=[C:17]([NH:20][CH2:21][C:22]([NH:31][CH3:30])=[O:23])[CH:18]=3)[N:13]=[CH:12][C:11]=2[C:25]#[N:26])[CH:5]=[CH:6][C:7]=1[F:8]. The catalyst class is: 3.